From a dataset of Forward reaction prediction with 1.9M reactions from USPTO patents (1976-2016). Predict the product of the given reaction. (1) The product is: [CH2:1]([C:5]1[CH:10]=[CH:9][C:8]([C:11]#[C:12][C:13]2[CH:18]=[CH:17][C:16]([CH:19]([O:24][C:25]3[CH:26]=[CH:27][C:28]([C:33]([OH:34])=[O:32])=[C:29]([OH:30])[CH:37]=3)[CH2:20][CH2:21][CH2:22][CH3:23])=[CH:15][CH:14]=2)=[CH:7][CH:6]=1)[CH2:2][CH2:3][CH3:4]. Given the reactants [CH2:1]([C:5]1[CH:10]=[CH:9][C:8]([C:11]#[C:12][C:13]2[CH:18]=[CH:17][C:16]([CH:19]([O:24][C:25]3[CH:26]=[CH:27][C:28]4[C:33](=[O:34])[O:32]C(C)(C)[O:30][C:29]=4[CH:37]=3)[CH2:20][CH2:21][CH2:22][CH3:23])=[CH:15][CH:14]=2)=[CH:7][CH:6]=1)[CH2:2][CH2:3][CH3:4].[OH-].[Na+].Cl, predict the reaction product. (2) Given the reactants [C:1]([O:5][C:6](=[O:36])[N:7]([CH2:16][C:17]1[CH:18]=[N:19]C(C=O)=[C:21]([O:24][CH2:25][C:26]2[CH:31]=[CH:30][CH:29]=[C:28]([C:32]#[N:33])[CH:27]=2)[C:22]=1[CH3:23])[C:8]1[CH:13]=[CH:12][C:11]([C:14]#[N:15])=[CH:10][CH:9]=1)([CH3:4])([CH3:3])[CH3:2].[C-:37]#N.[Na+].[C:40]([OH:43])(=[O:42])[CH3:41], predict the reaction product. The product is: [CH3:37][O:42][C:40]([C:41]1[C:21]([O:24][CH2:25][C:26]2[CH:31]=[CH:30][CH:29]=[C:28]([C:32]#[N:33])[CH:27]=2)=[C:22]([CH3:23])[C:17]([CH2:16][N:7]([C:6]([O:5][C:1]([CH3:2])([CH3:4])[CH3:3])=[O:36])[C:8]2[CH:9]=[CH:10][C:11]([C:14]#[N:15])=[CH:12][CH:13]=2)=[CH:18][N:19]=1)=[O:43]. (3) The product is: [CH:45]1([N:30]2[CH2:29][CH2:28][N:27]([C:21]3[CH:20]=[C:19]([S:16]([N:5]4[C:6]5[C:11](=[CH:10][CH:9]=[C:8]([C:12]([F:13])([F:14])[F:15])[CH:7]=5)[C:3]([CH:2]([F:1])[F:33])=[CH:4]4)(=[O:18])=[O:17])[CH:24]=[CH:23][C:22]=3[O:25][CH3:26])[CH2:32][CH2:31]2)[CH2:47][CH2:46]1. Given the reactants [F:1][CH:2]([F:33])[C:3]1[C:11]2[C:6](=[CH:7][C:8]([C:12]([F:15])([F:14])[F:13])=[CH:9][CH:10]=2)[N:5]([S:16]([C:19]2[CH:24]=[CH:23][C:22]([O:25][CH3:26])=[C:21]([N:27]3[CH2:32][CH2:31][NH:30][CH2:29][CH2:28]3)[CH:20]=2)(=[O:18])=[O:17])[CH:4]=1.C([BH3-])#N.[Na+].C(O)(=O)C.CCO[C:45]1(O[Si](C)(C)C)[CH2:47][CH2:46]1, predict the reaction product.